From a dataset of Full USPTO retrosynthesis dataset with 1.9M reactions from patents (1976-2016). Predict the reactants needed to synthesize the given product. Given the product [CH3:1][C:2]([CH3:29])([CH3:28])[CH2:3][N:4]1[C:12]2[C:7](=[C:8]([CH2:25][CH2:26][CH3:27])[C:9]([O:13][CH2:14][C:15]3[CH:16]=[C:17]([C:31]4[N:36]=[C:35]([C:37]([OH:39])=[O:38])[CH:34]=[CH:33][CH:32]=4)[CH:18]=[CH:19][CH:20]=3)=[CH:10][CH:11]=2)[CH:6]=[CH:5]1, predict the reactants needed to synthesize it. The reactants are: [CH3:1][C:2]([CH3:29])([CH3:28])[CH2:3][N:4]1[C:12]2[C:7](=[C:8]([CH2:25][CH2:26][CH3:27])[C:9]([O:13][CH2:14][C:15]3[CH:20]=[CH:19][CH:18]=[C:17]([Sn](C)(C)C)[CH:16]=3)=[CH:10][CH:11]=2)[CH:6]=[CH:5]1.Br[C:31]1[N:36]=[C:35]([C:37]([O:39]C)=[O:38])[CH:34]=[CH:33][CH:32]=1.